The task is: Regression/Classification. Given a drug SMILES string, predict its absorption, distribution, metabolism, or excretion properties. Task type varies by dataset: regression for continuous measurements (e.g., permeability, clearance, half-life) or binary classification for categorical outcomes (e.g., BBB penetration, CYP inhibition). For this dataset (lipophilicity_astrazeneca), we predict Y.. This data is from Experimental lipophilicity measurements (octanol/water distribution) for 4,200 compounds from AstraZeneca. (1) The drug is COc1ccc2ncc(=O)n(CCN3CC[C@@H](NCc4ccc5c(n4)NC(=O)CO5)[C@@H](F)C3)c2c1. The Y is 0.830 logD. (2) The molecule is O=C1O[C@@H](COc2ccon2)CN1c1ccc(C2=CCOCC2)c(F)c1. The Y is 2.61 logD. (3) The compound is CC(C)C1NCCc2c1sc1ccccc21. The Y is 2.80 logD. (4) The drug is Cc1sc(N2CCN(C(=O)[C@@H]3CCCC[C@H]3C(=O)NC3(C#N)CC3)CC2)nc1C(F)(F)F. The Y is 2.87 logD. (5) The compound is CN(C)c1ccnc2sc(C(=O)NCc3ccccc3)c(N)c12. The Y is 3.62 logD. (6) The molecule is Cc1c(N(C)C)c(=O)n(-c2ccccc2)n1C. The Y is 0.780 logD.